This data is from Forward reaction prediction with 1.9M reactions from USPTO patents (1976-2016). The task is: Predict the product of the given reaction. Given the reactants Cl[C:2]1[CH:7]=[C:6]([N:8]([CH3:17])[C:9]2[CH:14]=[CH:13][N:12]=[C:11]([S:15][CH3:16])[N:10]=2)[CH:5]=[C:4]([Cl:18])[N:3]=1.[C:19]1(B(O)O)[CH:24]=[CH:23][CH:22]=[CH:21][CH:20]=1.C([O-])([O-])=O.[Cs+].[Cs+].C1COCC1, predict the reaction product. The product is: [Cl:18][C:4]1[CH:5]=[C:6]([N:8]([CH3:17])[C:9]2[CH:14]=[CH:13][N:12]=[C:11]([S:15][CH3:16])[N:10]=2)[CH:7]=[C:2]([C:19]2[CH:24]=[CH:23][CH:22]=[CH:21][CH:20]=2)[N:3]=1.